Dataset: Forward reaction prediction with 1.9M reactions from USPTO patents (1976-2016). Task: Predict the product of the given reaction. (1) Given the reactants ClC1[CH:3]=[C:4]([C:8]2[C:13]3[N:14]([CH2:27][C@H:28]4[CH2:33][CH2:32][C@H:31]([CH3:34])[CH2:30][CH2:29]4)[C:15]([C:17]([C:20]4[CH:25]=[CH:24][CH:23]=[CH:22][C:21]=4[F:26])(O)[CH3:18])=[N:16][C:12]=3[CH:11]=[C:10]([C:35]3[NH:39][C:38](=[O:40])[O:37][N:36]=3)[N:9]=2)[CH:5]=[N:6][CH:7]=1.C(N(S(F)(F)[F:47])CC)C.Cl[CH2:51][Cl:52], predict the reaction product. The product is: [Cl:52][C:51]1[CH:3]=[C:4]([C:8]2[C:13]3[N:14]([CH2:27][C@H:28]4[CH2:33][CH2:32][C@H:31]([CH3:34])[CH2:30][CH2:29]4)[C:15]([C:17]([F:47])([C:20]4[CH:25]=[CH:24][CH:23]=[CH:22][C:21]=4[F:26])[CH3:18])=[N:16][C:12]=3[CH:11]=[C:10]([C:35]3[NH:39][C:38](=[O:40])[O:37][N:36]=3)[N:9]=2)[CH:5]=[N:6][CH:7]=1. (2) Given the reactants F[B-](F)(F)F.C([PH+](C(C)(C)C)C(C)(C)C)(C)(C)C.[CH3:19][N:20]1[CH:24]=[C:23](B2OC(C)(C)C(C)(C)O2)[CH:22]=[N:21]1.[O-]P([O-])([O-])=O.[K+].[K+].[K+].N#N.Cl[C:45]1[CH:46]=[CH:47][C:48]2[C:54]3[C:55]([CH3:58])=[N:56][O:57][C:53]=3[CH2:52][C:51](=[O:59])[N:50]([C:60]3[CH:67]=[CH:66][C:63]([C:64]#[N:65])=[CH:62][CH:61]=3)[C:49]=2[CH:68]=1, predict the reaction product. The product is: [CH3:58][C:55]1[C:54]2[C:48]3[CH:47]=[CH:46][C:45]([C:23]4[CH:22]=[N:21][N:20]([CH3:19])[CH:24]=4)=[CH:68][C:49]=3[N:50]([C:60]3[CH:67]=[CH:66][C:63]([C:64]#[N:65])=[CH:62][CH:61]=3)[C:51](=[O:59])[CH2:52][C:53]=2[O:57][N:56]=1. (3) Given the reactants Cl[C:2]1[N:10]=[CH:9][C:8]([Cl:11])=[CH:7][C:3]=1[C:4]([OH:6])=[O:5].[F:12][C:13]1[CH:18]=[CH:17][C:16]([CH2:19][CH2:20][OH:21])=[CH:15][CH:14]=1.[H-].[Na+].C(O)(=O)CC(CC(O)=O)(C(O)=O)O, predict the reaction product. The product is: [Cl:11][C:8]1[CH:9]=[N:10][C:2]([O:21][CH2:20][CH2:19][C:16]2[CH:17]=[CH:18][C:13]([F:12])=[CH:14][CH:15]=2)=[C:3]([CH:7]=1)[C:4]([OH:6])=[O:5]. (4) The product is: [O:20]=[C:14]1[CH:13]([N:7]2[CH2:6][C:5]3[C:9](=[CH:10][CH:11]=[C:3]([CH2:2][NH:1][C:28](=[O:29])[C:27]([F:26])([F:37])[C:31]4[CH:36]=[CH:35][CH:34]=[CH:33][CH:32]=4)[CH:4]=3)[C:8]2=[O:12])[CH2:18][CH2:17][C:16](=[O:19])[NH:15]1. Given the reactants [NH2:1][CH2:2][C:3]1[CH:4]=[C:5]2[C:9](=[CH:10][CH:11]=1)[C:8](=[O:12])[N:7]([CH:13]1[CH2:18][CH2:17][C:16](=[O:19])[NH:15][C:14]1=[O:20])[CH2:6]2.S(O)(=O)(=O)C.[F:26][C:27]([F:37])([C:31]1[CH:36]=[CH:35][CH:34]=[CH:33][CH:32]=1)[C:28](O)=[O:29].C(N(C(C)C)CC)(C)C.F[P-](F)(F)(F)(F)F.CN(C(N(C)C)=[N+]1C2C(=NC=CC=2)[N+]([O-])=N1)C, predict the reaction product. (5) Given the reactants Cl.[CH3:2][S:3]([NH:6][C:7]1[CH:15]=[C:14]2[C:10]([CH:11]=[C:12]([C:16]([OH:18])=O)[NH:13]2)=[CH:9][CH:8]=1)(=[O:5])=[O:4].[F:19][CH:20]([F:38])[CH2:21][O:22][C:23]1[CH:24]=[C:25]([NH2:37])[CH:26]=[C:27]([C:29]2[CH:34]=[CH:33][C:32]([F:35])=[CH:31][C:30]=2[F:36])[CH:28]=1.CN(C(ON1N=NC2C=CC=NC1=2)=[N+](C)C)C.F[P-](F)(F)(F)(F)F.CCN(C(C)C)C(C)C, predict the reaction product. The product is: [F:38][CH:20]([F:19])[CH2:21][O:22][C:23]1[CH:24]=[C:25]([NH:37][C:16]([C:12]2[NH:13][C:14]3[C:10]([CH:11]=2)=[CH:9][CH:8]=[C:7]([NH:6][S:3]([CH3:2])(=[O:4])=[O:5])[CH:15]=3)=[O:18])[CH:26]=[C:27]([C:29]2[CH:34]=[CH:33][C:32]([F:35])=[CH:31][C:30]=2[F:36])[CH:28]=1. (6) Given the reactants Br[C:2]1[N:3]=[C:4]2[C:23]([CH:24]([CH2:27][CH3:28])[CH2:25][CH3:26])=[CH:22][N:21]([CH3:29])[C:5]2=[N:6][C:7]=1[C:8]1[CH:13]=[CH:12][C:11]([O:14][C:15]([F:18])([F:17])[F:16])=[CH:10][C:9]=1[O:19][CH3:20].B(CC)(CC)[CH2:31][CH3:32].C([O-])([O-])=O.[Na+].[Na+], predict the reaction product. The product is: [CH2:31]([C:2]1[N:3]=[C:4]2[C:23]([CH:24]([CH2:27][CH3:28])[CH2:25][CH3:26])=[CH:22][N:21]([CH3:29])[C:5]2=[N:6][C:7]=1[C:8]1[CH:13]=[CH:12][C:11]([O:14][C:15]([F:18])([F:17])[F:16])=[CH:10][C:9]=1[O:19][CH3:20])[CH3:32].